From a dataset of NCI-60 drug combinations with 297,098 pairs across 59 cell lines. Regression. Given two drug SMILES strings and cell line genomic features, predict the synergy score measuring deviation from expected non-interaction effect. Drug 1: CCC1=CC2CC(C3=C(CN(C2)C1)C4=CC=CC=C4N3)(C5=C(C=C6C(=C5)C78CCN9C7C(C=CC9)(C(C(C8N6C)(C(=O)OC)O)OC(=O)C)CC)OC)C(=O)OC.C(C(C(=O)O)O)(C(=O)O)O. Drug 2: CC(C)NC(=O)C1=CC=C(C=C1)CNNC.Cl. Cell line: EKVX. Synergy scores: CSS=15.9, Synergy_ZIP=-1.03, Synergy_Bliss=-0.937, Synergy_Loewe=-38.9, Synergy_HSA=-1.20.